This data is from Reaction yield outcomes from USPTO patents with 853,638 reactions. The task is: Predict the reaction yield, written as a fraction of the theoretical maximum amount of product (1.0 means a 100% yield; for example, 0.34 means a 34% yield). (1) The reactants are [Cl:1][C:2]1[CH:3]=[C:4]([N:8]([CH2:22][CH2:23][CH2:24]OS(C)(=O)=O)[CH:9]2[CH2:14][CH2:13][CH2:12][N:11]([C:15]([O:17][C:18]([CH3:21])([CH3:20])[CH3:19])=[O:16])[CH2:10]2)[CH:5]=[CH:6][CH:7]=1.CN(C=O)C.[N-:35]=[N+:36]=[N-:37].[Na+]. The catalyst is C(OCC)(=O)C.O. The product is [N:35]([CH2:24][CH2:23][CH2:22][N:8]([C:4]1[CH:5]=[CH:6][CH:7]=[C:2]([Cl:1])[CH:3]=1)[CH:9]1[CH2:14][CH2:13][CH2:12][N:11]([C:15]([O:17][C:18]([CH3:21])([CH3:20])[CH3:19])=[O:16])[CH2:10]1)=[N+:36]=[N-:37]. The yield is 0.990. (2) The reactants are [F:1][C:2]1[CH:7]=[CH:6][C:5]([N:8]2[C:16]3[C:11](=[CH:12][C:13]([CH2:17][OH:18])=[CH:14][CH:15]=3)[CH:10]=[N:9]2)=[CH:4][CH:3]=1.CC(OI1(OC(C)=O)(OC(C)=O)OC(=O)C2C=CC=CC1=2)=O. The catalyst is C(Cl)Cl. The product is [F:1][C:2]1[CH:3]=[CH:4][C:5]([N:8]2[C:16]3[C:11](=[CH:12][C:13]([CH:17]=[O:18])=[CH:14][CH:15]=3)[CH:10]=[N:9]2)=[CH:6][CH:7]=1. The yield is 1.00. (3) The reactants are Br[C:2]1[CH:7]=[CH:6][C:5]([C:8]#[N:9])=[CH:4][N:3]=1.[CH:10]1(B(O)O)[CH2:12][CH2:11]1.P([O-])([O-])([O-])=O.[K+].[K+].[K+].C1(P(C2CCCCC2)C2CCCCC2)CCCCC1. The catalyst is C1(C)C=CC=CC=1.O.C([O-])(=O)C.[Pd+2].C([O-])(=O)C. The product is [CH:10]1([C:2]2[CH:7]=[CH:6][C:5]([C:8]#[N:9])=[CH:4][N:3]=2)[CH2:12][CH2:11]1. The yield is 0.470. (4) The reactants are [NH:1]1[CH2:6][CH2:5][C:4](=[O:7])[CH2:3][CH2:2]1.[F:8][C:9]1[C:17]([C:18]([F:21])([F:20])[F:19])=[N:16][CH:15]=[CH:14][C:10]=1[C:11](O)=[O:12].F[P-](F)(F)(F)(F)F.N1(O[P+](N(C)C)(N(C)C)N(C)C)C2C=CC=CC=2N=N1.C(N(CC)CC)C. The catalyst is CN(C=O)C.CCOC(C)=O. The product is [F:8][C:9]1[C:17]([C:18]([F:21])([F:19])[F:20])=[N:16][CH:15]=[CH:14][C:10]=1[C:11]([N:1]1[CH2:6][CH2:5][C:4](=[O:7])[CH2:3][CH2:2]1)=[O:12]. The yield is 0.700. (5) The reactants are [Br:1][C:2]1[N:7]=[C:6]([NH2:8])[CH:5]=[CH:4][C:3]=1[F:9].Cl[CH2:11][CH:12]=O. No catalyst specified. The product is [Br:1][C:2]1[N:7]2[CH:11]=[CH:12][N:8]=[C:6]2[CH:5]=[CH:4][C:3]=1[F:9]. The yield is 0.890.